This data is from Full USPTO retrosynthesis dataset with 1.9M reactions from patents (1976-2016). The task is: Predict the reactants needed to synthesize the given product. Given the product [C:1]([O:5][C:6]([N:8]([CH3:33])[CH2:9][CH2:10][CH2:11][CH2:12][NH:13][C:14](=[O:32])[NH:15][C:16]1[CH:17]=[C:18]([CH:23]=[C:24]([C:26]2[N:30]([CH3:31])[N:29]=[N:28][N:27]=2)[CH:25]=1)[C:19]([OH:21])=[O:20])=[O:7])([CH3:3])([CH3:4])[CH3:2], predict the reactants needed to synthesize it. The reactants are: [C:1]([O:5][C:6]([N:8]([CH3:33])[CH2:9][CH2:10][CH2:11][CH2:12][NH:13][C:14](=[O:32])[NH:15][C:16]1[CH:17]=[C:18]([CH:23]=[C:24]([C:26]2[N:30]([CH3:31])[N:29]=[N:28][N:27]=2)[CH:25]=1)[C:19]([O:21]C)=[O:20])=[O:7])([CH3:4])([CH3:3])[CH3:2].O[Li].O.Cl.